Dataset: Forward reaction prediction with 1.9M reactions from USPTO patents (1976-2016). Task: Predict the product of the given reaction. (1) Given the reactants CC(O)(C#C)C.[CH3:7][C:8]([OH:27])([CH2:11][CH2:12][CH2:13][CH:14]([CH3:26])[CH2:15][CH2:16][CH2:17][CH:18]([CH3:25])[CH2:19][CH2:20][CH2:21][CH:22]([CH3:24])[CH3:23])C#C.[OH-].[K+], predict the reaction product. The product is: [CH3:26][CH:14]([CH2:15][CH2:16][CH2:17][CH:18]([CH3:25])[CH2:19][CH2:20][CH2:21][CH:22]([CH3:24])[CH3:23])[CH2:13][CH2:12][CH2:11][C:8](=[O:27])[CH3:7]. (2) The product is: [CH3:15][C:12]1([CH3:14])[C:11]([CH3:16])([CH3:17])[O:10][B:9]([C:30]2[C:38]3[C:33](=[CH:34][C:35]([C:39]([F:41])([F:40])[F:42])=[CH:36][CH:37]=3)[N:32]([S:43]([C:46]3[CH:51]=[CH:50][C:49]([CH3:52])=[CH:48][CH:47]=3)(=[O:45])=[O:44])[CH:31]=2)[O:13]1. Given the reactants [CH3:16][C:11]1([CH3:17])[C:12]([CH3:15])([CH3:14])[O:13][B:9]([B:9]2[O:13][C:12]([CH3:15])([CH3:14])[C:11]([CH3:17])([CH3:16])[O:10]2)[O:10]1.C([O-])(=O)C.[K+].O1CCCC1.Br[C:30]1[C:38]2[C:33](=[CH:34][C:35]([C:39]([F:42])([F:41])[F:40])=[CH:36][CH:37]=2)[N:32]([S:43]([C:46]2[CH:51]=[CH:50][C:49]([CH3:52])=[CH:48][CH:47]=2)(=[O:45])=[O:44])[CH:31]=1, predict the reaction product. (3) Given the reactants Cl.C([O:4][C:5](=[O:9])[CH2:6][NH:7][CH3:8])C.[C:10](Cl)(=[O:13])[CH2:11][CH3:12].N1C=CC=[CH:17][CH:16]=1, predict the reaction product. The product is: [CH2:16]([CH2:8][N:7]([C:10](=[O:13])[CH2:11][CH3:12])[CH2:6][C:5]([OH:4])=[O:9])[CH3:17].